Dataset: Peptide-MHC class I binding affinity with 185,985 pairs from IEDB/IMGT. Task: Regression. Given a peptide amino acid sequence and an MHC pseudo amino acid sequence, predict their binding affinity value. This is MHC class I binding data. (1) The peptide sequence is VFIDCLQPL. The MHC is HLA-A24:02 with pseudo-sequence HLA-A24:02. The binding affinity (normalized) is 0. (2) The peptide sequence is RHDITGFIL. The MHC is HLA-A26:03 with pseudo-sequence HLA-A26:03. The binding affinity (normalized) is 0.0847.